This data is from Forward reaction prediction with 1.9M reactions from USPTO patents (1976-2016). The task is: Predict the product of the given reaction. (1) Given the reactants C([Li])CCC.C1C[O:9][CH2:8]C1.CC1CCCN(C)C1(C)C.[F:21][C:22]1[CH:34]=[C:33]([F:35])[CH:32]=[CH:31][C:23]=1[C:24]([O:26][C:27]([CH3:30])([CH3:29])[CH3:28])=[O:25].CN(C=O)C, predict the reaction product. The product is: [F:21][C:22]1[C:34]([CH:8]=[O:9])=[C:33]([F:35])[CH:32]=[CH:31][C:23]=1[C:24]([O:26][C:27]([CH3:30])([CH3:29])[CH3:28])=[O:25]. (2) Given the reactants [Br:1][C:2]1[C:7]2[N:8]=[C:9]([NH:11][C:12](=[O:15])[O:13][CH3:14])[S:10][C:6]=2[CH:5]=[C:4]([O:16][C:17]2[CH:22]=[CH:21][C:20]([N+:23]([O-])=O)=[CH:19][CH:18]=2)[CH:3]=1, predict the reaction product. The product is: [Br:1][C:2]1[C:7]2[N:8]=[C:9]([NH:11][C:12](=[O:15])[O:13][CH3:14])[S:10][C:6]=2[CH:5]=[C:4]([O:16][C:17]2[CH:22]=[CH:21][C:20]([NH2:23])=[CH:19][CH:18]=2)[CH:3]=1. (3) Given the reactants [F:1][C:2]1[CH:23]=[CH:22][CH:21]=[CH:20][C:3]=1[CH2:4][N:5]1[C:9]2=[N:10][C:11]([C:14]([F:17])([F:16])[F:15])=[CH:12][CH:13]=[C:8]2[C:7]([C:18]#[N:19])=[N:6]1.C[O-].[Na+].[Cl-].[NH4+:28].C(O)(=O)C.[OH-].[Na+], predict the reaction product. The product is: [F:1][C:2]1[CH:23]=[CH:22][CH:21]=[CH:20][C:3]=1[CH2:4][N:5]1[C:9]2=[N:10][C:11]([C:14]([F:15])([F:17])[F:16])=[CH:12][CH:13]=[C:8]2[C:7]([C:18](=[NH:28])[NH2:19])=[N:6]1.